Task: Predict which catalyst facilitates the given reaction.. Dataset: Catalyst prediction with 721,799 reactions and 888 catalyst types from USPTO (1) Reactant: [C:1]1([O:7][C:8]2[CH:13]=[CH:12][CH:11]=[CH:10][C:9]=2[CH2:14][CH2:15][C:16]([O:18]C2C=CC=CC=2)=[O:17])[CH:6]=[CH:5][CH:4]=[CH:3][CH:2]=1.[OH-].[Na+].Cl. Product: [C:1]1([O:7][C:8]2[CH:13]=[CH:12][CH:11]=[CH:10][C:9]=2[CH2:14][CH2:15][C:16]([OH:18])=[O:17])[CH:6]=[CH:5][CH:4]=[CH:3][CH:2]=1. The catalyst class is: 5. (2) Reactant: [H-].[Na+].[NH:3]([C:11]([O:13][C:14]([CH3:17])([CH3:16])[CH3:15])=[O:12])[C:4]([O:6][C:7]([CH3:10])([CH3:9])[CH3:8])=[O:5].[Br:18][CH2:19][CH2:20][CH2:21][CH2:22][CH2:23][CH2:24][CH2:25][CH2:26]Br.[Cl-].[NH4+]. Product: [Br:18][CH2:19][CH2:20][CH2:21][CH2:22][CH2:23][CH2:24][CH2:25][CH2:26][N:3]([C:4]([O:6][C:7]([CH3:8])([CH3:9])[CH3:10])=[O:5])[C:11](=[O:12])[O:13][C:14]([CH3:17])([CH3:16])[CH3:15]. The catalyst class is: 9.